From a dataset of Forward reaction prediction with 1.9M reactions from USPTO patents (1976-2016). Predict the product of the given reaction. (1) Given the reactants Br[CH2:2][C:3]([O:5]C(C)(C)C)=[O:4].[OH-].[K+].[CH3:12][O:13][C:14]1[CH:19]=[C:18]([CH3:20])[C:17]([S:21]([N:24]2[CH2:29][CH2:28][N:27]3[CH:30]=[CH:31][CH:32]=[C:26]3[CH:25]2[CH2:33][OH:34])(=[O:23])=[O:22])=[C:16]([CH3:35])[CH:15]=1.[H-].[Na+].C(OC(=O)CBr)C, predict the reaction product. The product is: [CH3:12][O:13][C:14]1[CH:15]=[C:16]([CH3:35])[C:17]([S:21]([N:24]2[CH2:29][CH2:28][N:27]3[CH:30]=[CH:31][CH:32]=[C:26]3[CH:25]2[CH2:33][O:34][CH2:2][C:3]([OH:5])=[O:4])(=[O:22])=[O:23])=[C:18]([CH3:20])[CH:19]=1. (2) Given the reactants C[C:2]1(C)[O:7][C:6](=[O:8])[CH2:5][C:4](=[O:9])O1.N1C=CC=CC=1.[CH3:17][O:18][CH2:19][CH2:20][CH2:21][CH2:22]C(Cl)=O.ClCCl.Cl, predict the reaction product. The product is: [CH3:17][O:18][CH2:19][CH2:20][CH2:21][CH2:22][C:4](=[O:9])[CH2:5][C:6]([O:7][CH3:2])=[O:8]. (3) Given the reactants C([O:3][C:4]([C:6]1[N:7]=[C:8]2[CH:13]=[N:12][C:11]([C:14]([F:17])([F:16])[F:15])=[CH:10][N:9]2[CH:18]=1)=[O:5])C.O.[OH-].[Li+], predict the reaction product. The product is: [F:17][C:14]([F:15])([F:16])[C:11]1[N:12]=[CH:13][C:8]2[N:9]([CH:18]=[C:6]([C:4]([OH:5])=[O:3])[N:7]=2)[CH:10]=1. (4) Given the reactants [C:1]([O:7][CH2:8][CH2:9][O:10][CH3:11])(=[O:6])[CH2:2][C:3]([CH3:5])=O.[Br:12][C:13]1[CH:20]=[CH:19][C:16]([CH:17]=O)=[CH:15][CH:14]=1.[NH4+:21].[OH-:22], predict the reaction product. The product is: [CH3:11][O:10][CH2:9][CH2:8][O:7][C:1]([C:2]1[CH:17]([C:16]2[CH:19]=[CH:20][C:13]([Br:12])=[CH:14][CH:15]=2)[C:2]([C:1]([O:7][CH2:8][CH2:9][O:10][CH3:11])=[O:22])=[C:3]([CH3:5])[NH:21][C:3]=1[CH3:5])=[O:6]. (5) Given the reactants CC1(C)[O:6][C@H:5]2[C@H:7]([NH:12][C:13]3[N:18]4[N:19]=[C:20]([C:22]5[CH:27]=[CH:26][CH:25]=[C:24]([C:28]6([CH3:32])[CH2:31][O:30][CH2:29]6)[CH:23]=5)[CH:21]=[C:17]4[N:16]=[CH:15][CH:14]=3)[CH2:8][C@H:9]([CH2:10][OH:11])[C@H:4]2[O:3]1.C1(C)C=CC([S:40]([O-:43])(=O)=[O:41])=CC=1.[NH+:45]1C=CC=CC=1.[ClH:51], predict the reaction product. The product is: [S:40](=[O:43])(=[O:41])([O:11][CH2:10][C@H:9]1[CH2:8][C@@H:7]([NH:12][C:13]2[N:18]3[N:19]=[C:20]([C:22]4[CH:27]=[CH:26][CH:25]=[C:24]([C:28]([CH2:29][OH:30])([CH3:32])[CH2:31][Cl:51])[CH:23]=4)[CH:21]=[C:17]3[N:16]=[CH:15][CH:14]=2)[C@H:5]([OH:6])[C@@H:4]1[OH:3])[NH2:45]. (6) Given the reactants Cl[C:2]1[C:3]2[C:10]([C:11]3[CH:16]=[CH:15][C:14]([O:17][CH3:18])=[CH:13][CH:12]=3)=[C:9]([C:19]3[CH:24]=[CH:23][CH:22]=[CH:21][CH:20]=3)[O:8][C:4]=2[N:5]=[CH:6][N:7]=1.CCN(C(C)C)C(C)C.[NH2:34][CH2:35][CH2:36][CH2:37][OH:38], predict the reaction product. The product is: [CH3:18][O:17][C:14]1[CH:15]=[CH:16][C:11]([C:10]2[C:3]3[C:2]([NH:34][CH2:35][CH2:36][CH2:37][OH:38])=[N:7][CH:6]=[N:5][C:4]=3[O:8][C:9]=2[C:19]2[CH:24]=[CH:23][CH:22]=[CH:21][CH:20]=2)=[CH:12][CH:13]=1. (7) Given the reactants C[O:2][CH2:3][C@H:4]([CH3:34])[O:5][C:6]1[CH:7]=[C:8]([CH:20]=[C:21]([C:23]2[NH:24][C:25]([C:28]3[O:29][C@@H:30]([CH3:33])[CH2:31][N:32]=3)=[CH:26][CH:27]=2)[CH:22]=1)[O:9][C:10]1[CH:15]=[N:14][C:13]([S:16]([CH3:19])(=[O:18])=[O:17])=[CH:12][N:11]=1.B(Br)(Br)Br.C(=O)([O-])O.[Na+], predict the reaction product. The product is: [CH3:33][C@@H:30]1[O:29][C:28]([C:25]2[NH:24][C:23]([C:21]3[CH:22]=[C:6]([CH:7]=[C:8]([O:9][C:10]4[CH:15]=[N:14][C:13]([S:16]([CH3:19])(=[O:18])=[O:17])=[CH:12][N:11]=4)[CH:20]=3)[O:5][C@@H:4]([CH3:34])[CH2:3][OH:2])=[CH:27][CH:26]=2)=[N:32][CH2:31]1.